From a dataset of Peptide-MHC class II binding affinity with 134,281 pairs from IEDB. Regression. Given a peptide amino acid sequence and an MHC pseudo amino acid sequence, predict their binding affinity value. This is MHC class II binding data. (1) The peptide sequence is IQNSLSTEWSPCSVT. The MHC is HLA-DQA10401-DQB10402 with pseudo-sequence HLA-DQA10401-DQB10402. The binding affinity (normalized) is 0.245. (2) The peptide sequence is PANDKFTVFEAAFNDAIKE. The MHC is DRB1_0301 with pseudo-sequence DRB1_0301. The binding affinity (normalized) is 0.263. (3) The peptide sequence is YDKFLANVSTVLMGK. The MHC is DRB1_0405 with pseudo-sequence DRB1_0405. The binding affinity (normalized) is 0.792. (4) The peptide sequence is LDLAVNAAVDAGIHF. The MHC is HLA-DQA10201-DQB10202 with pseudo-sequence HLA-DQA10201-DQB10202. The binding affinity (normalized) is 0.456.